This data is from Forward reaction prediction with 1.9M reactions from USPTO patents (1976-2016). The task is: Predict the product of the given reaction. Given the reactants Br[C:2]1[CH:7]=[C:6]([N+:8]([O-:10])=[O:9])[CH:5]=[CH:4][C:3]=1[O:11][CH3:12].[NH:13]1[CH2:18][CH2:17][O:16][CH2:15][CH2:14]1.C(=O)([O-])[O-].[Cs+].[Cs+], predict the reaction product. The product is: [CH3:12][O:11][C:3]1[CH:4]=[CH:5][C:6]([N+:8]([O-:10])=[O:9])=[CH:7][C:2]=1[N:13]1[CH2:18][CH2:17][O:16][CH2:15][CH2:14]1.